Predict the reaction yield, written as a fraction of the theoretical maximum amount of product (1.0 means a 100% yield; for example, 0.34 means a 34% yield). From a dataset of Reaction yield outcomes from USPTO patents with 853,638 reactions. (1) The reactants are [Br:1][C:2]1[CH:7]=[CH:6][C:5]([CH2:8][CH2:9][I:10])=[C:4](C)[CH:3]=1.BrC1C=CC(CCO)=C([F:22])C=1. No catalyst specified. The product is [Br:1][C:2]1[CH:7]=[CH:6][C:5]([CH2:8][CH2:9][I:10])=[C:4]([F:22])[CH:3]=1. The yield is 0.957. (2) The reactants are [Br:1][C:2]1[CH:8]=[C:7]([CH3:9])[C:5]([NH2:6])=[C:4]([CH3:10])[CH:3]=1.Cl[C:12]([O:14][CH2:15][CH3:16])=[O:13].C(=O)([O-])[O-].[K+].[K+]. The catalyst is O1CCCC1. The product is [CH2:15]([O:14][C:12](=[O:13])[NH:6][C:5]1[C:7]([CH3:9])=[CH:8][C:2]([Br:1])=[CH:3][C:4]=1[CH3:10])[CH3:16]. The yield is 0.880. (3) The reactants are [Cl:1][C:2]1[N:3]=[CH:4][C:5]2[NH:11][C:10](=[O:12])[C:9]3([CH2:14][CH2:13]3)[CH2:8][N:7]([CH:15]3[CH2:19][CH2:18][CH2:17][CH2:16]3)[C:6]=2[N:20]=1.[CH3:21]I.[H-].[Na+]. The catalyst is CC(N(C)C)=O. The product is [Cl:1][C:2]1[N:3]=[CH:4][C:5]2[N:11]([CH3:21])[C:10](=[O:12])[C:9]3([CH2:14][CH2:13]3)[CH2:8][N:7]([CH:15]3[CH2:19][CH2:18][CH2:17][CH2:16]3)[C:6]=2[N:20]=1. The yield is 0.810.